The task is: Predict the product of the given reaction.. This data is from Forward reaction prediction with 1.9M reactions from USPTO patents (1976-2016). Given the reactants [CH:1]1([C@H:7]([NH:12][C:13]([C:15]2[CH:19]=[C:18]([C:20]3[CH:25]=[CH:24][C:23]([F:26])=[CH:22][C:21]=3[CH3:27])[S:17][C:16]=2[NH:28][C:29]([NH:31][C:32]2[C:37]([Cl:38])=[CH:36][CH:35]=[CH:34][C:33]=2[Cl:39])=[O:30])=[O:14])[C:8]([O:10]C)=[O:9])[CH2:6][CH2:5][CH2:4][CH2:3][CH2:2]1.[OH-].[Li+], predict the reaction product. The product is: [CH:1]1([C@H:7]([NH:12][C:13]([C:15]2[CH:19]=[C:18]([C:20]3[CH:25]=[CH:24][C:23]([F:26])=[CH:22][C:21]=3[CH3:27])[S:17][C:16]=2[NH:28][C:29]([NH:31][C:32]2[C:33]([Cl:39])=[CH:34][CH:35]=[CH:36][C:37]=2[Cl:38])=[O:30])=[O:14])[C:8]([OH:10])=[O:9])[CH2:6][CH2:5][CH2:4][CH2:3][CH2:2]1.